This data is from NCI-60 drug combinations with 297,098 pairs across 59 cell lines. The task is: Regression. Given two drug SMILES strings and cell line genomic features, predict the synergy score measuring deviation from expected non-interaction effect. Drug 1: C1=CC(=CC=C1CC(C(=O)O)N)N(CCCl)CCCl.Cl. Drug 2: CCCCC(=O)OCC(=O)C1(CC(C2=C(C1)C(=C3C(=C2O)C(=O)C4=C(C3=O)C=CC=C4OC)O)OC5CC(C(C(O5)C)O)NC(=O)C(F)(F)F)O. Cell line: HT29. Synergy scores: CSS=7.68, Synergy_ZIP=-1.38, Synergy_Bliss=3.64, Synergy_Loewe=-1.16, Synergy_HSA=-1.28.